From a dataset of Catalyst prediction with 721,799 reactions and 888 catalyst types from USPTO. Predict which catalyst facilitates the given reaction. (1) Reactant: [Cl:1][C:2]1[CH:3]=[C:4]([O:15][CH2:16][C:17]2[C:22]([F:23])=[CH:21][CH:20]=[CH:19][C:18]=2[F:24])[C:5]2[N:6]([C:8]([C:12](O)=[O:13])=[C:9]([CH3:11])[N:10]=2)[CH:7]=1.[NH2:25][C@H:26]([CH2:29][CH2:30][CH2:31][OH:32])[CH2:27][OH:28].C(N(C(C)C)CC)(C)C.CN(C(ON1N=NC2C=CC=NC1=2)=[N+](C)C)C.F[P-](F)(F)(F)(F)F. Product: [Cl:1][C:2]1[CH:3]=[C:4]([O:15][CH2:16][C:17]2[C:22]([F:23])=[CH:21][CH:20]=[CH:19][C:18]=2[F:24])[C:5]2[N:6]([C:8]([C:12]([NH:25][C@H:26]([CH2:29][CH2:30][CH2:31][OH:32])[CH2:27][OH:28])=[O:13])=[C:9]([CH3:11])[N:10]=2)[CH:7]=1. The catalyst class is: 35. (2) Reactant: [C:1]([C:3]1[CH:4]=[C:5]([CH:13]=[CH:14][CH:15]=1)[C:6]([O:8][C:9](C)(C)C)=[O:7])#[CH:2].C(O)(C(F)(F)F)=O.OS(O)(=O)=O. Product: [C:1]([C:3]1[CH:4]=[C:5]([CH:13]=[CH:14][CH:15]=1)[C:6]([O:8][CH3:9])=[O:7])#[CH:2]. The catalyst class is: 61. (3) Reactant: C(OC([N:8]1[CH2:11][CH:10]([O:12][C:13]2[CH:14]=[N:15][C:16]([C:19]3[CH:24]=[CH:23][C:22]([C:25](=[O:27])[NH2:26])=[C:21]([F:28])[CH:20]=3)=[CH:17][CH:18]=2)[CH2:9]1)=O)(C)(C)C.[C:29]([OH:35])([C:31]([F:34])([F:33])[F:32])=[O:30]. Product: [F:32][C:31]([F:34])([F:33])[C:29]([OH:35])=[O:30].[NH:8]1[CH2:11][CH:10]([O:12][C:13]2[CH:18]=[CH:17][C:16]([C:19]3[CH:24]=[CH:23][C:22]([C:25]([NH2:26])=[O:27])=[C:21]([F:28])[CH:20]=3)=[N:15][CH:14]=2)[CH2:9]1. The catalyst class is: 2. (4) Reactant: [CH3:1][C:2]1[CH:7]=[CH:6][CH:5]=[C:4]([CH2:8][OH:9])[C:3]=1[CH2:10][OH:11].N1C=CN=C1.[C:17]([Si:21](Cl)([CH3:23])[CH3:22])([CH3:20])([CH3:19])[CH3:18].O. Product: [Si:21]([O:9][CH2:8][C:4]1[CH:5]=[CH:6][CH:7]=[C:2]([CH3:1])[C:3]=1[CH2:10][OH:11])([C:17]([CH3:20])([CH3:19])[CH3:18])([CH3:23])[CH3:22]. The catalyst class is: 7.